This data is from Peptide-MHC class II binding affinity with 134,281 pairs from IEDB. The task is: Regression. Given a peptide amino acid sequence and an MHC pseudo amino acid sequence, predict their binding affinity value. This is MHC class II binding data. (1) The peptide sequence is INRQILDNAAKYVEH. The MHC is DRB1_0701 with pseudo-sequence DRB1_0701. The binding affinity (normalized) is 0.167. (2) The peptide sequence is AEIGSAISTANGAAA. The MHC is HLA-DQA10401-DQB10402 with pseudo-sequence HLA-DQA10401-DQB10402. The binding affinity (normalized) is 0.187. (3) The peptide sequence is HTCGSHLVEAL. The MHC is HLA-DQA10102-DQB10604 with pseudo-sequence HLA-DQA10102-DQB10604. The binding affinity (normalized) is 0. (4) The peptide sequence is KGNFQRLAITKGKVD. The MHC is DRB1_1101 with pseudo-sequence DRB1_1101. The binding affinity (normalized) is 0.680. (5) The peptide sequence is EVLGFRMVQDERVGR. The MHC is DRB3_0202 with pseudo-sequence DRB3_0202. The binding affinity (normalized) is 0.331. (6) The peptide sequence is SKLTYENVKMEDVGY. The MHC is DRB1_0101 with pseudo-sequence DRB1_0101. The binding affinity (normalized) is 0.427. (7) The peptide sequence is IFRHWYWQQPYYIVA. The MHC is HLA-DQA10501-DQB10301 with pseudo-sequence HLA-DQA10501-DQB10301. The binding affinity (normalized) is 0.0445. (8) The peptide sequence is NPFFAVSKPMGTQTH. The MHC is DRB1_0101 with pseudo-sequence DRB1_0101. The binding affinity (normalized) is 0.919. (9) The peptide sequence is AVNGKKSAHGSPTFW. The MHC is DRB1_1301 with pseudo-sequence DRB1_1301. The binding affinity (normalized) is 0. (10) The peptide sequence is FRELVRNCDLPVWLS. The MHC is HLA-DQA10501-DQB10302 with pseudo-sequence HLA-DQA10501-DQB10302. The binding affinity (normalized) is 0.322.